Dataset: Forward reaction prediction with 1.9M reactions from USPTO patents (1976-2016). Task: Predict the product of the given reaction. Given the reactants [CH3:1][C@@H:2]1[CH2:7][NH:6][CH2:5][CH2:4][N:3]1[C:8]1[N:9]=[N:10][C:11]([C:18]2[CH:23]=[CH:22][CH:21]=[CH:20][CH:19]=2)=[C:12]2[CH:17]=[CH:16][N:15]=[CH:14][C:13]=12.C(N(CC)CC)C.[N:31]1([C:37](Cl)=[O:38])[CH2:36][CH2:35][O:34][CH2:33][CH2:32]1, predict the reaction product. The product is: [CH3:1][C@H:2]1[N:3]([C:8]2[N:9]=[N:10][C:11]([C:18]3[CH:19]=[CH:20][CH:21]=[CH:22][CH:23]=3)=[C:12]3[CH:17]=[CH:16][N:15]=[CH:14][C:13]=23)[CH2:4][CH2:5][N:6]([C:37]([N:31]2[CH2:36][CH2:35][O:34][CH2:33][CH2:32]2)=[O:38])[CH2:7]1.